This data is from Forward reaction prediction with 1.9M reactions from USPTO patents (1976-2016). The task is: Predict the product of the given reaction. (1) Given the reactants Cl.[Cl:2][C:3]1[CH:16]=[CH:15][C:6]([CH:7]([NH2:14])[C:8]2[CH:13]=[CH:12][CH:11]=[CH:10][CH:9]=2)=[CH:5][CH:4]=1.[CH2:17]([O:24][C:25]([NH:27][CH2:28][C:29](O)=[O:30])=[O:26])[C:18]1[CH:23]=[CH:22][CH:21]=[CH:20][CH:19]=1, predict the reaction product. The product is: [CH2:17]([O:24][C:25](=[O:26])[NH:27][CH2:28][C:29](=[O:30])[NH:14][CH:7]([C:6]1[CH:5]=[CH:4][C:3]([Cl:2])=[CH:16][CH:15]=1)[C:8]1[CH:13]=[CH:12][CH:11]=[CH:10][CH:9]=1)[C:18]1[CH:23]=[CH:22][CH:21]=[CH:20][CH:19]=1. (2) Given the reactants C([Li])CCC.[CH2:6]([O:8]C=C)[CH3:7].Br[C:12]1[CH:21]=[CH:20][C:19]2[C:14](=[C:15]([Br:22])[CH:16]=[CH:17][CH:18]=2)[N:13]=1.Cl, predict the reaction product. The product is: [C:6]([C:12]1[CH:21]=[CH:20][C:19]2[C:14](=[C:15]([Br:22])[CH:16]=[CH:17][CH:18]=2)[N:13]=1)(=[O:8])[CH3:7].